Dataset: Forward reaction prediction with 1.9M reactions from USPTO patents (1976-2016). Task: Predict the product of the given reaction. Given the reactants C(Cl)(=O)C(Cl)=O.[NH:7]1[C:15]2[C:10](=[CH:11][C:12]([C:16]([OH:18])=O)=[CH:13][CH:14]=2)[CH:9]=[CH:8]1.Cl.[CH3:20][O:21][C:22]1[CH:23]=[CH:24][C:25]2[CH2:26][C@H:27]3[NH:38][CH2:37][CH2:36][C@@:33]4([C:34]=2[CH:35]=1)[C@H:28]3[CH2:29][CH2:30][CH2:31][CH2:32]4.C(N(CC)CC)C, predict the reaction product. The product is: [CH3:20][O:21][C:22]1[CH:23]=[CH:24][C:25]2[CH2:26][C@H:27]3[N:38]([C:16]([C:12]4[CH:11]=[C:10]5[C:15](=[CH:14][CH:13]=4)[NH:7][CH:8]=[CH:9]5)=[O:18])[CH2:37][CH2:36][C@@:33]4([C:34]=2[CH:35]=1)[C@H:28]3[CH2:29][CH2:30][CH2:31][CH2:32]4.